From a dataset of Peptide-MHC class I binding affinity with 185,985 pairs from IEDB/IMGT. Regression. Given a peptide amino acid sequence and an MHC pseudo amino acid sequence, predict their binding affinity value. This is MHC class I binding data. (1) The peptide sequence is SCRVKLSAL. The MHC is HLA-A02:11 with pseudo-sequence HLA-A02:11. The binding affinity (normalized) is 0.0847. (2) The peptide sequence is GKLNRLIGK. The MHC is HLA-B27:05 with pseudo-sequence HLA-B27:05. The binding affinity (normalized) is 0.305. (3) The peptide sequence is LARQHIAAL. The MHC is HLA-B35:01 with pseudo-sequence HLA-B35:01. The binding affinity (normalized) is 0.508. (4) The peptide sequence is RILHNFAYSL. The MHC is Mamu-A2601 with pseudo-sequence Mamu-A2601. The binding affinity (normalized) is 0.312. (5) The peptide sequence is PVIVPDIKL. The MHC is HLA-A02:02 with pseudo-sequence HLA-A02:02. The binding affinity (normalized) is 0.0179. (6) The peptide sequence is GRVIPRMLY. The MHC is HLA-B15:09 with pseudo-sequence HLA-B15:09. The binding affinity (normalized) is 0.0847. (7) The peptide sequence is INTLESMMK. The MHC is HLA-A26:03 with pseudo-sequence HLA-A26:03. The binding affinity (normalized) is 0.0847. (8) The peptide sequence is LTMVAGAVW. The MHC is HLA-B53:01 with pseudo-sequence HLA-B53:01. The binding affinity (normalized) is 0.213. (9) The peptide sequence is IVTCAMFTCK. The MHC is HLA-A11:01 with pseudo-sequence HLA-A11:01. The binding affinity (normalized) is 0.458. (10) The peptide sequence is VSTKIVTRISK. The MHC is Mamu-A01 with pseudo-sequence Mamu-A01. The binding affinity (normalized) is 0.124.